Dataset: Forward reaction prediction with 1.9M reactions from USPTO patents (1976-2016). Task: Predict the product of the given reaction. (1) Given the reactants [O:1]1[CH2:5][CH2:4][O:3][CH:2]1[C:6]1[CH:13]=[CH:12][C:9]([C:10]#[N:11])=[CH:8][CH:7]=1.[SH2:14], predict the reaction product. The product is: [O:1]1[CH2:5][CH2:4][O:3][CH:2]1[C:6]1[CH:13]=[CH:12][C:9]([C:10](=[S:14])[NH2:11])=[CH:8][CH:7]=1. (2) Given the reactants Br[C:2]1[CH:3]=[C:4]([NH:11][C:12]2[N:17]=[C:16]([C:18]([F:21])([F:20])[F:19])[CH:15]=[CH:14][N:13]=2)[CH:5]=[C:6]([CH:8]([F:10])[F:9])[CH:7]=1.[CH3:22][C:23]1([CH3:39])[C:27]([CH3:29])([CH3:28])[O:26][B:25]([B:25]2[O:26][C:27]([CH3:29])([CH3:28])[C:23]([CH3:39])([CH3:22])[O:24]2)[O:24]1.C([O-])(=O)C.[K+], predict the reaction product. The product is: [F:9][CH:8]([F:10])[C:6]1[CH:5]=[C:4]([NH:11][C:12]2[N:17]=[C:16]([C:18]([F:21])([F:20])[F:19])[CH:15]=[CH:14][N:13]=2)[CH:3]=[C:2]([B:25]2[O:26][C:27]([CH3:29])([CH3:28])[C:23]([CH3:39])([CH3:22])[O:24]2)[CH:7]=1. (3) Given the reactants [NH2:1][C:2]1[CH:7]=[CH:6][N:5]=[CH:4][CH:3]=1.Br[C:9]1[CH:14]=[C:13]([O:15][CH2:16][CH3:17])[CH:12]=[CH:11][C:10]=1[N+:18]([O-:20])=[O:19].C1C=CC(P(C2C(C3C(P(C4C=CC=CC=4)C4C=CC=CC=4)=CC=C4C=3C=CC=C4)=C3C(C=CC=C3)=CC=2)C2C=CC=CC=2)=CC=1.CC(C)([O-])C.[Na+], predict the reaction product. The product is: [CH2:16]([O:15][C:13]1[CH:12]=[CH:11][C:10]([N+:18]([O-:20])=[O:19])=[C:9]([NH:1][C:2]2[CH:7]=[CH:6][N:5]=[CH:4][CH:3]=2)[CH:14]=1)[CH3:17]. (4) Given the reactants [CH:1]1([N:5]2[CH2:10][CH2:9][CH:8]([O:11][CH:12]3[CH2:17][CH2:16][NH:15][CH2:14][CH2:13]3)[CH2:7][CH2:6]2)[CH2:4][CH2:3][CH2:2]1.Br[C:19]1[CH:20]=[C:21]2[C:26](=[CH:27][CH:28]=1)[N:25]=[C:24]([CH3:29])[CH:23]=[CH:22]2.C1(P(C2CCCCC2)C2C=CC=CC=2C2C=CC=CC=2N(C)C)CCCCC1.CC(C)([O-])C.[Na+].[ClH:64], predict the reaction product. The product is: [ClH:64].[CH:1]1([N:5]2[CH2:10][CH2:9][CH:8]([O:11][CH:12]3[CH2:17][CH2:16][N:15]([C:19]4[CH:20]=[C:21]5[C:26](=[CH:27][CH:28]=4)[N:25]=[C:24]([CH3:29])[CH:23]=[CH:22]5)[CH2:14][CH2:13]3)[CH2:7][CH2:6]2)[CH2:4][CH2:3][CH2:2]1. (5) The product is: [N:17]1([CH2:13][C:12]2[CH:15]=[CH:16][C:9]([CH2:8][N:4]3[CH2:3][C@@H:2]([CH3:1])[O:6][C:5]3=[O:7])=[CH:10][CH:11]=2)[C:25]2[C:20](=[CH:21][CH:22]=[CH:23][CH:24]=2)[CH2:19][CH2:18]1. Given the reactants [CH3:1][C@H:2]1[O:6][C:5](=[O:7])[N:4]([CH2:8][C:9]2[CH:16]=[CH:15][C:12]([CH:13]=O)=[CH:11][CH:10]=2)[CH2:3]1.[NH:17]1[C:25]2[C:20](=[CH:21][CH:22]=[CH:23][CH:24]=2)[CH2:19][CH2:18]1.C(O[BH-](OC(=O)C)OC(=O)C)(=O)C.[Na+], predict the reaction product. (6) Given the reactants [NH:1]1[CH2:6][CH2:5][CH2:4][CH:3]([N:7]2[CH2:12][CH2:11][O:10][CH2:9][CH2:8]2)[CH2:2]1.F[C:14]1[CH:19]=[CH:18][C:17]([N+:20]([O-:22])=[O:21])=[CH:16][CH:15]=1.C(=O)([O-])[O-].[K+].[K+].CN(C)C=O.[Cl-].[NH4+], predict the reaction product. The product is: [N+:20]([C:17]1[CH:18]=[CH:19][C:14]([N:1]2[CH2:6][CH2:5][CH2:4][CH:3]([N:7]3[CH2:8][CH2:9][O:10][CH2:11][CH2:12]3)[CH2:2]2)=[CH:15][CH:16]=1)([O-:22])=[O:21]. (7) Given the reactants Br[CH2:2][CH2:3][CH2:4][CH2:5][CH3:6].[CH3:7][O:8][C:9]1[CH:14]=[CH:13][C:12]([S:15]([NH:18][C:19]2[CH:24]=[CH:23][C:22]([O:25][CH3:26])=[CH:21][CH:20]=2)(=[O:17])=[O:16])=[CH:11][CH:10]=1, predict the reaction product. The product is: [CH3:7][O:8][C:9]1[CH:10]=[CH:11][C:12]([S:15]([N:18]([C:19]2[CH:24]=[CH:23][C:22]([O:25][CH3:26])=[CH:21][CH:20]=2)[CH2:2][CH2:3][CH2:4][CH2:5][CH3:6])(=[O:17])=[O:16])=[CH:13][CH:14]=1. (8) Given the reactants FC(F)(F)S(O[C:7]1[C:19]([CH:20]=[O:21])=[C:18]([CH:22]([CH3:24])[CH3:23])[CH:17]=[C:16]2[C:8]=1[C:9](=[O:25])[CH2:10][C:11]1([O:15]2)[CH2:14][CH2:13][CH2:12]1)(=O)=O.[F:28][C:29]1[CH:34]=[CH:33][C:32](B(O)O)=[CH:31][CH:30]=1.P([O-])([O-])([O-])=O.[K+].[K+].[K+], predict the reaction product. The product is: [F:28][C:29]1[CH:34]=[CH:33][C:32]([C:7]2[C:19]([CH:20]=[O:21])=[C:18]([CH:22]([CH3:24])[CH3:23])[CH:17]=[C:16]3[C:8]=2[C:9](=[O:25])[CH2:10][C:11]2([O:15]3)[CH2:14][CH2:13][CH2:12]2)=[CH:31][CH:30]=1. (9) Given the reactants C(O[C:6](=[O:12])[O:7][C:8]([CH3:11])([CH3:10])[CH3:9])(C)(C)C.[NH2:13][CH2:14][C@H:15]([OH:17])[CH3:16], predict the reaction product. The product is: [C:8]([O:7][C:6](=[O:12])[NH:13][CH2:14][C@H:15]([OH:17])[CH3:16])([CH3:9])([CH3:10])[CH3:11].